Predict the product of the given reaction. From a dataset of Forward reaction prediction with 1.9M reactions from USPTO patents (1976-2016). (1) Given the reactants C(O[C:6]([N:8](C)[C@@H:9]([CH2:13][C:14]([CH3:17])([CH3:16])C)[C:10](O)=O)=[O:7])(C)(C)C.[F:19][C:20]([F:37])([F:36])[C:21]1[CH:26]=[CH:25][C:24]([N:27]2[CH2:31][C@@H]3[C@@H](N)CC[C@@H]3C2)=[CH:23][CH:22]=1.F[C:39](F)(F)[C:40]1[N:45]=[C:44](N2C[C@@H]3[C@@H](N)CC[C@@H]3C2)C=C[CH:41]=1, predict the reaction product. The product is: [CH3:44][NH:45][C:40]([CH3:41])([C:6]([NH:8][C@@H:9]1[C@@H:13]2[C@@H:14]([CH2:16][N:27]([C:24]3[CH:23]=[CH:22][C:21]([C:20]([F:19])([F:36])[F:37])=[CH:26][CH:25]=3)[CH2:31]2)[CH2:17][CH2:10]1)=[O:7])[CH3:39]. (2) The product is: [CH:40]1([NH:45][C:32]([NH:19][C:18]2[CH:17]=[CH:16][C:15]([C:12]3[N:11]=[C:10]([N:22]4[CH2:27][CH2:26][O:25][CH2:24][CH2:23]4)[C:9]4[C:14](=[C:5]5[CH:4]=[CH:3][N:2]([CH3:1])[C:6]5=[CH:7][CH:8]=4)[N:13]=3)=[CH:21][CH:20]=2)=[O:38])[CH2:44][CH2:43][CH2:42][CH2:41]1. Given the reactants [CH3:1][N:2]1[C:6]2=[CH:7][CH:8]=[C:9]3[C:14]([N:13]=[C:12]([C:15]4[CH:21]=[CH:20][C:18]([NH2:19])=[CH:17][CH:16]=4)[N:11]=[C:10]3[N:22]3[CH2:27][CH2:26][O:25][CH2:24][CH2:23]3)=[C:5]2[CH:4]=[CH:3]1.ClC(Cl)(O[C:32](=[O:38])OC(Cl)(Cl)Cl)Cl.[CH:40]1([NH2:45])[CH2:44][CH2:43][CH2:42][CH2:41]1, predict the reaction product.